This data is from Forward reaction prediction with 1.9M reactions from USPTO patents (1976-2016). The task is: Predict the product of the given reaction. (1) Given the reactants Br[C:2](Br)=[CH:3][C:4]1[S:8][C:7]([CH2:9][CH:10]([CH3:12])[CH3:11])=[N:6][CH:5]=1.C([Li])CCC.[CH2:19]([O:26][CH2:27][CH2:28][CH2:29][C@H:30]([C:39](=[O:44])N(OC)C)[CH2:31][C:32]([O:34][C:35]([CH3:38])([CH3:37])[CH3:36])=[O:33])[C:20]1[CH:25]=[CH:24][CH:23]=[CH:22][CH:21]=1.Cl, predict the reaction product. The product is: [CH2:19]([O:26][CH2:27][CH2:28][CH2:29][C@H:30]([C:39](=[O:44])[C:2]#[C:3][C:4]1[S:8][C:7]([CH2:9][CH:10]([CH3:12])[CH3:11])=[N:6][CH:5]=1)[CH2:31][C:32]([O:34][C:35]([CH3:36])([CH3:38])[CH3:37])=[O:33])[C:20]1[CH:25]=[CH:24][CH:23]=[CH:22][CH:21]=1. (2) The product is: [CH:12]1([C:15]2[C:16]([N:24]3[CH2:25][CH2:26][N:27]([C:6]([C:5]4[CH:4]=[N:3][C:2]([F:1])=[CH:10][C:9]=4[CH3:11])=[O:8])[CH2:28][CH2:29]3)=[N:17][CH:18]=[C:19]([CH:21]3[CH2:23][CH2:22]3)[CH:20]=2)[CH2:13][CH2:14]1. Given the reactants [F:1][C:2]1[CH:10]=[C:9]([CH3:11])[C:5]([C:6]([OH:8])=O)=[CH:4][N:3]=1.[CH:12]1([C:15]2[C:16]([N:24]3[CH2:29][CH2:28][NH:27][CH2:26][CH2:25]3)=[N:17][CH:18]=[C:19]([CH:21]3[CH2:23][CH2:22]3)[CH:20]=2)[CH2:14][CH2:13]1, predict the reaction product. (3) Given the reactants Cl.[Cl:2][C:3]1[CH:4]=[C:5]2[C:10](=[CH:11][CH:12]=1)[CH:9]=[C:8]([S:13]([N:16]1[CH2:21][CH2:20][N:19]([C:22]([C:24]3[S:25][C:26]4[CH2:27][NH:28][CH2:29][CH2:30][C:31]=4[N:32]=3)=[O:23])[CH2:18][CH2:17]1)(=[O:15])=[O:14])[CH:7]=[CH:6]2.C(N(CC)CC)C.ClC([O:43][CH2:44][CH3:45])=O.[BH4-].[Na+], predict the reaction product. The product is: [ClH:2].[Cl:2][C:3]1[CH:4]=[C:5]2[C:10](=[CH:11][CH:12]=1)[CH:9]=[C:8]([S:13]([N:16]1[CH2:17][CH2:18][N:19]([C:22]([C:24]3[S:25][C:26]4[CH2:27][NH:28][CH:29]([CH2:45][CH2:44][OH:43])[CH2:30][C:31]=4[N:32]=3)=[O:23])[CH2:20][CH2:21]1)(=[O:14])=[O:15])[CH:7]=[CH:6]2. (4) Given the reactants [H-].[Na+].[Cl:3][C:4]1[CH:12]=[CH:11][C:10]2[NH:9][C:8]3[CH2:13][CH2:14][N:15]([CH3:17])[CH2:16][C:7]=3[C:6]=2[CH:5]=1.[CH2:18](Br)[CH:19]=[CH2:20].CO, predict the reaction product. The product is: [CH2:20]([N:9]1[C:10]2[CH:11]=[CH:12][C:4]([Cl:3])=[CH:5][C:6]=2[C:7]2[CH2:16][N:15]([CH3:17])[CH2:14][CH2:13][C:8]1=2)[CH:19]=[CH2:18].